Dataset: NCI-60 drug combinations with 297,098 pairs across 59 cell lines. Task: Regression. Given two drug SMILES strings and cell line genomic features, predict the synergy score measuring deviation from expected non-interaction effect. (1) Drug 1: CN(CC1=CN=C2C(=N1)C(=NC(=N2)N)N)C3=CC=C(C=C3)C(=O)NC(CCC(=O)O)C(=O)O. Drug 2: B(C(CC(C)C)NC(=O)C(CC1=CC=CC=C1)NC(=O)C2=NC=CN=C2)(O)O. Cell line: TK-10. Synergy scores: CSS=30.4, Synergy_ZIP=-5.08, Synergy_Bliss=-3.88, Synergy_Loewe=-20.1, Synergy_HSA=-7.38. (2) Cell line: HL-60(TB). Drug 1: CCC(=C(C1=CC=CC=C1)C2=CC=C(C=C2)OCCN(C)C)C3=CC=CC=C3.C(C(=O)O)C(CC(=O)O)(C(=O)O)O. Synergy scores: CSS=7.12, Synergy_ZIP=-0.515, Synergy_Bliss=-3.26, Synergy_Loewe=-6.07, Synergy_HSA=-5.77. Drug 2: COC1=C2C(=CC3=C1OC=C3)C=CC(=O)O2. (3) Drug 1: CC12CCC(CC1=CCC3C2CCC4(C3CC=C4C5=CN=CC=C5)C)O. Drug 2: C(CC(=O)O)C(=O)CN.Cl. Cell line: SR. Synergy scores: CSS=13.6, Synergy_ZIP=-9.43, Synergy_Bliss=-10.9, Synergy_Loewe=-14.5, Synergy_HSA=-10.1. (4) Drug 1: CS(=O)(=O)C1=CC(=C(C=C1)C(=O)NC2=CC(=C(C=C2)Cl)C3=CC=CC=N3)Cl. Drug 2: CC1C(C(CC(O1)OC2CC(CC3=C2C(=C4C(=C3O)C(=O)C5=C(C4=O)C(=CC=C5)OC)O)(C(=O)CO)O)N)O.Cl. Cell line: T-47D. Synergy scores: CSS=45.9, Synergy_ZIP=-2.72, Synergy_Bliss=-1.87, Synergy_Loewe=-5.58, Synergy_HSA=2.35.